From a dataset of Full USPTO retrosynthesis dataset with 1.9M reactions from patents (1976-2016). Predict the reactants needed to synthesize the given product. (1) Given the product [Cl:26][C:20]1[C:19]([CH3:27])=[C:18]([N:14]2[CH2:15][C@:16]3([CH3:17])[C@H:9]([OH:8])[CH2:10][CH2:11][N:12]3[C:13]2=[O:28])[CH:25]=[CH:24][C:21]=1[C:22]#[N:23], predict the reactants needed to synthesize it. The reactants are: [Si]([O:8][C@H:9]1[C@:16]2([CH3:17])[N:12]([C:13](=[O:28])[N:14]([C:18]3[CH:25]=[CH:24][C:21]([C:22]#[N:23])=[C:20]([Cl:26])[C:19]=3[CH3:27])[CH2:15]2)[CH2:11][CH2:10]1)(C(C)(C)C)(C)C.C(O)(=O)C.CCCC[N+](CCCC)(CCCC)CCCC.[F-]. (2) The reactants are: [OH:1][C@H:2]1[CH2:7][CH2:6][CH2:5][CH2:4][C@@H:3]1[NH:8][C:9]([C:11]1[C:15]2=[N:16][CH:17]=[CH:18][C:19]([O:20][CH3:21])=[C:14]2[N:13](C(OC(C)(C)C)=O)[CH:12]=1)=[O:10].C(O)(C(F)(F)F)=O. Given the product [OH:1][C@H:2]1[CH2:7][CH2:6][CH2:5][CH2:4][C@@H:3]1[NH:8][C:9]([C:11]1[C:15]2=[N:16][CH:17]=[CH:18][C:19]([O:20][CH3:21])=[C:14]2[NH:13][CH:12]=1)=[O:10], predict the reactants needed to synthesize it. (3) Given the product [Cl:1][C:2]1[CH:3]=[CH:4][C:5]([C:42]([F:45])([F:44])[F:43])=[C:6]([C:8]2[C:9]3[C:40](=[O:41])[CH2:39][CH2:38][C:10]=3[N:11]([CH2:15][C:16]([NH:18][C:19]3[CH:20]=[CH:21][C:22]([C:25]4[NH:29][NH:28][C:27](=[O:37])[CH:26]=4)=[CH:23][CH:24]=3)=[O:17])[C:12](=[O:14])[CH:13]=2)[CH:7]=1, predict the reactants needed to synthesize it. The reactants are: [Cl:1][C:2]1[CH:3]=[CH:4][C:5]([C:42]([F:45])([F:44])[F:43])=[C:6]([C:8]2[C:9]3[C:40](=[O:41])[CH2:39][CH2:38][C:10]=3[N:11]([CH2:15][C:16]([NH:18][C:19]3[CH:24]=[CH:23][C:22]([C:25]4[N:29](C(OC(C)(C)C)=O)[NH:28][C:27](=[O:37])[CH:26]=4)=[CH:21][CH:20]=3)=[O:17])[C:12](=[O:14])[CH:13]=2)[CH:7]=1.C(O)(C(F)(F)F)=O.